This data is from Full USPTO retrosynthesis dataset with 1.9M reactions from patents (1976-2016). The task is: Predict the reactants needed to synthesize the given product. (1) Given the product [CH2:14]([N:11]1[C:12]2[C:8](=[CH:7][CH:6]=[C:5]([C:3]([O:2][CH3:1])=[O:4])[CH:13]=2)[C:9]([C:16]2[O:17][CH:30]=[N:29][CH:28]=2)=[CH:10]1)[CH3:15], predict the reactants needed to synthesize it. The reactants are: [CH3:1][O:2][C:3]([C:5]1[CH:13]=[C:12]2[C:8]([C:9]([CH:16]=[O:17])=[CH:10][N:11]2[CH2:14][CH3:15])=[CH:7][CH:6]=1)=[O:4].CC1C=CC(S([CH2:28][N+:29]#[C-:30])(=O)=O)=CC=1.C([O-])([O-])=O.[K+].[K+]. (2) Given the product [C:1]([O:5][C:6](=[O:25])[NH:7][C:8]1[CH:13]=[C:12]([O:14][CH2:15][C:16]([F:18])([F:17])[F:19])[C:11]([C:20]([F:22])([F:23])[F:21])=[CH:10][C:9]=1[NH:24][C:31](=[O:30])[CH2:32][C:33]([C:35]1[CH:40]=[CH:39][CH:38]=[C:37]([C:41]2[CH:42]=[N:43][C:44]([CH3:47])=[CH:45][CH:46]=2)[CH:36]=1)=[O:34])([CH3:4])([CH3:2])[CH3:3], predict the reactants needed to synthesize it. The reactants are: [C:1]([O:5][C:6](=[O:25])[NH:7][C:8]1[CH:13]=[C:12]([O:14][CH2:15][C:16]([F:19])([F:18])[F:17])[C:11]([C:20]([F:23])([F:22])[F:21])=[CH:10][C:9]=1[NH2:24])([CH3:4])([CH3:3])[CH3:2].C([O:30][C:31](=O)[CH2:32][C:33]([C:35]1[CH:40]=[CH:39][CH:38]=[C:37]([C:41]2[CH:42]=[N:43][C:44]([CH3:47])=[CH:45][CH:46]=2)[CH:36]=1)=[O:34])(C)(C)C. (3) Given the product [NH2:7][C@@H:8]1[CH2:12][CH2:11][N:10]([CH2:13][C@H:14]2[CH2:15][N:16]([C:21]3[CH:30]=[CH:29][C:28]([C:31]#[N:32])=[C:27]4[C:22]=3[CH:23]=[CH:24][CH:25]=[N:26]4)[CH2:17][C@@H:18]([CH3:20])[O:19]2)[CH2:9]1, predict the reactants needed to synthesize it. The reactants are: C(OC(=O)[NH:7][C@@H:8]1[CH2:12][CH2:11][N:10]([CH2:13][C@@H:14]2[O:19][C@H:18]([CH3:20])[CH2:17][N:16]([C:21]3[CH:30]=[CH:29][C:28]([C:31]#[N:32])=[C:27]4[C:22]=3[CH:23]=[CH:24][CH:25]=[N:26]4)[CH2:15]2)[CH2:9]1)(C)(C)C.C(O)(C(F)(F)F)=O.